From a dataset of Human liver microsome stability data. Regression/Classification. Given a drug SMILES string, predict its absorption, distribution, metabolism, or excretion properties. Task type varies by dataset: regression for continuous measurements (e.g., permeability, clearance, half-life) or binary classification for categorical outcomes (e.g., BBB penetration, CYP inhibition). Dataset: hlm. The molecule is COc1ccc2[nH]c(SCc3ccc(C(=O)O)cc3)nc2c1. The result is 1 (stable in human liver microsomes).